Dataset: Forward reaction prediction with 1.9M reactions from USPTO patents (1976-2016). Task: Predict the product of the given reaction. Given the reactants Cl[C:2]1[N:7]=[C:6]([Cl:8])[N:5]=[CH:4][N:3]=1.[CH3:9][O:10][C:11]1[CH:12]=[C:13]([CH:15]=[CH:16][C:17]=1[N:18]1[CH2:23][CH2:22][N:21]([CH:24]2[CH2:27][O:26][CH2:25]2)[CH2:20][CH2:19]1)[NH2:14].C(N(CC)C(C)C)(C)C, predict the reaction product. The product is: [Cl:8][C:6]1[N:5]=[CH:4][N:3]=[C:2]([NH:14][C:13]2[CH:15]=[CH:16][C:17]([N:18]3[CH2:19][CH2:20][N:21]([CH:24]4[CH2:25][O:26][CH2:27]4)[CH2:22][CH2:23]3)=[C:11]([O:10][CH3:9])[CH:12]=2)[N:7]=1.